Dataset: Reaction yield outcomes from USPTO patents with 853,638 reactions. Task: Predict the reaction yield, written as a fraction of the theoretical maximum amount of product (1.0 means a 100% yield; for example, 0.34 means a 34% yield). (1) The reactants are [F:1][C:2]1[CH:9]=[C:8]([OH:10])[CH:7]=[CH:6][C:3]=1[CH:4]=[O:5].[Br:11]Br. The yield is 0.350. The catalyst is C(O)(=O)C. The product is [Br:11][C:7]1[C:8]([OH:10])=[CH:9][C:2]([F:1])=[C:3]([CH:6]=1)[CH:4]=[O:5]. (2) The reactants are Cl.[NH2:2][C@@H:3]([CH2:8][NH:9][C:10]([O:12][C:13]([CH3:16])([CH3:15])[CH3:14])=[O:11])[C:4]([O:6][CH3:7])=[O:5].Cl[CH2:18][CH2:19][N:20]([CH2:25][CH2:26]Cl)[S:21]([CH3:24])(=[O:23])=[O:22].O. The catalyst is C(N(CC)C(C)C)(C)C. The product is [C:13]([O:12][C:10]([NH:9][CH2:8][C@H:3]([N:2]1[CH2:26][CH2:25][N:20]([S:21]([CH3:24])(=[O:23])=[O:22])[CH2:19][CH2:18]1)[C:4]([O:6][CH3:7])=[O:5])=[O:11])([CH3:16])([CH3:15])[CH3:14]. The yield is 0.460. (3) The reactants are [CH3:1][C:2]1[C:6]([CH2:7]O)=[CH:5][N:4]([C:9]2[CH:14]=[CH:13][CH:12]=[CH:11][N:10]=2)[N:3]=1.S(Cl)([Cl:17])=O. The catalyst is C1(C)C=CC=CC=1. The product is [Cl:17][CH2:7][C:6]1[C:2]([CH3:1])=[N:3][N:4]([C:9]2[CH:14]=[CH:13][CH:12]=[CH:11][N:10]=2)[CH:5]=1. The yield is 0.940. (4) The product is [C:1]([C:5]1[CH:9]=[C:8]([NH:10][C:11]([NH:13][C@@H:14]2[C:23]3[C:18](=[CH:19][CH:20]=[CH:21][CH:22]=3)[C@H:17]([O:24][C:25]3[CH:26]=[CH:27][C:28]4[N:29]([C:31]([N:34]5[CH2:39][CH2:38][CH2:37][CH2:36][C@@H:35]5[CH3:40])=[N:32][N:33]=4)[CH:30]=3)[CH2:16][CH2:15]2)=[O:12])[N:7]([C:41]2[CH:42]=[N:43][N:44]([CH2:46][CH2:47][OH:48])[CH:45]=2)[N:6]=1)([CH3:2])([CH3:3])[CH3:4]. The yield is 0.750. The catalyst is CO. The reactants are [C:1]([C:5]1[CH:9]=[C:8]([NH:10][C:11]([NH:13][C@@H:14]2[C:23]3[C:18](=[CH:19][CH:20]=[CH:21][CH:22]=3)[C@H:17]([O:24][C:25]3[CH:26]=[CH:27][C:28]4[N:29]([C:31]([N:34]5[CH2:39][CH2:38][CH2:37][CH2:36][C@@H:35]5[CH3:40])=[N:32][N:33]=4)[CH:30]=3)[CH2:16][CH2:15]2)=[O:12])[N:7]([C:41]2[CH:42]=[N:43][N:44]([CH2:46][CH2:47][O:48]C3CCCCO3)[CH:45]=2)[N:6]=1)([CH3:4])([CH3:3])[CH3:2].C1(C)C=CC(S([O-])(=O)=O)=CC=1.[NH+]1C=CC=CC=1.O.C([O-])(O)=O.[Na+]. (5) The reactants are [NH2:1][C:2]1[CH:3]=[CH:4][C:5]2[O:10][C@@:9]([CH:12]([O:15][CH3:16])[O:13][CH3:14])([CH3:11])[C@H:8]([OH:17])[C@@H:7]([N:18]3[C:22]4[CH:23]=[CH:24][CH:25]=[CH:26][C:21]=4[NH:20][C:19]3=[N:27][C:28]#[N:29])[C:6]=2[CH:30]=1.[C:31](OC(=O)C)(=[O:33])[CH3:32].C(N([CH2:43][CH3:44])CC)C.C([O-])(O)=[O:46].[Na+]. The catalyst is C(Cl)Cl.CN(C)C1C=CN=CC=1. The product is [NH:1]([C:2]1[CH:3]=[CH:4][C:5]2[O:10][C@@:9]([CH:12]([O:15][CH3:16])[O:13][CH3:14])([CH3:11])[C@H:8]([O:17][C:43](=[O:46])[CH3:44])[C@@H:7]([N:18]3[C:22]4[CH:23]=[CH:24][CH:25]=[CH:26][C:21]=4[NH:20][C:19]3=[N:27][C:28]#[N:29])[C:6]=2[CH:30]=1)[C:31]([CH3:32])=[O:33]. The yield is 0.340. (6) The product is [CH3:10][O:9][C:6]1[N:7]=[CH:8][C:3]([CH2:2][S:18][C:16]2[N:15]=[C:14]([OH:19])[CH:13]=[C:12]([CH3:11])[N:17]=2)=[CH:4][CH:5]=1. The yield is 0.750. The reactants are Br[CH2:2][C:3]1[CH:4]=[CH:5][C:6]([O:9][CH3:10])=[N:7][CH:8]=1.[CH3:11][C:12]1[N:17]=[C:16]([SH:18])[N:15]=[C:14]([OH:19])[CH:13]=1. No catalyst specified. (7) The reactants are [N:1]([CH:4]([C:6]1[N:7]=[C:8]2[S:16][CH:15]=[C:14]([CH3:17])[N:9]2[C:10](=[O:13])[C:11]=1Br)[CH3:5])=[N+:2]=[N-:3].[C:18]1(B(O)O)[CH:23]=[CH:22][CH:21]=[CH:20][CH:19]=1.C(=O)([O-])[O-].[Na+].[Na+]. The catalyst is O1CCOCC1.O.CCOC(C)=O.C1C=CC([P]([Pd]([P](C2C=CC=CC=2)(C2C=CC=CC=2)C2C=CC=CC=2)([P](C2C=CC=CC=2)(C2C=CC=CC=2)C2C=CC=CC=2)[P](C2C=CC=CC=2)(C2C=CC=CC=2)C2C=CC=CC=2)(C2C=CC=CC=2)C2C=CC=CC=2)=CC=1. The product is [N:1]([CH:4]([C:6]1[N:7]=[C:8]2[S:16][CH:15]=[C:14]([CH3:17])[N:9]2[C:10](=[O:13])[C:11]=1[C:18]1[CH:23]=[CH:22][CH:21]=[CH:20][CH:19]=1)[CH3:5])=[N+:2]=[N-:3]. The yield is 0.444. (8) The reactants are [Cl:1][C:2]1[CH:3]=[C:4]([CH2:12][CH2:13][C:14]2([CH:22]3[CH2:26][CH2:25][CH2:24][CH2:23]3)[O:19][C:18](=[O:20])[CH2:17][C:16](=[O:21])[CH2:15]2)[CH:5]=[CH:6][C:7]=1[O:8][CH:9]([CH3:11])[CH3:10].[CH2:27]([N:29]1[C:33]([CH3:34])=[C:32]([CH:35]=O)[C:31]([CH3:37])=[N:30]1)[CH3:28]. The catalyst is CO. The product is [Cl:1][C:2]1[CH:3]=[C:4]([CH2:12][CH2:13][C:14]2([CH:22]3[CH2:26][CH2:25][CH2:24][CH2:23]3)[O:19][C:18](=[O:20])[C:17]([CH2:35][C:32]3[C:31]([CH3:37])=[N:30][N:29]([CH2:27][CH3:28])[C:33]=3[CH3:34])=[C:16]([OH:21])[CH2:15]2)[CH:5]=[CH:6][C:7]=1[O:8][CH:9]([CH3:10])[CH3:11]. The yield is 0.400. (9) The reactants are [C:1]([O:5][C:6]([NH:8][C@H:9]([C:11]1[CH:19]=[CH:18][C:14]([C:15]([OH:17])=O)=[C:13]([Cl:20])[CH:12]=1)[CH3:10])=[O:7])([CH3:4])([CH3:3])[CH3:2].[CH:21]1([NH2:26])[CH2:25][CH2:24][CH2:23][CH2:22]1.CCN=C=NCCCN(C)C.Cl.ON1C2N=CC=CC=2N=N1.CCN(C(C)C)C(C)C. The yield is 0.970. The product is [Cl:20][C:13]1[CH:12]=[C:11]([C@@H:9]([NH:8][C:6](=[O:7])[O:5][C:1]([CH3:2])([CH3:3])[CH3:4])[CH3:10])[CH:19]=[CH:18][C:14]=1[C:15](=[O:17])[NH:26][CH:21]1[CH2:25][CH2:24][CH2:23][CH2:22]1. The catalyst is O.CN(C=O)C.